This data is from Full USPTO retrosynthesis dataset with 1.9M reactions from patents (1976-2016). The task is: Predict the reactants needed to synthesize the given product. (1) Given the product [CH3:45][O:46][C:13]([C:12]1[C:8]([C:5]2[CH:4]=[CH:3][C:2]([Cl:18])=[CH:7][CH:6]=2)=[N:9][O:10][C:11]=1[CH2:16][O:40][CH3:39])=[O:15], predict the reactants needed to synthesize it. The reactants are: F[C:2]1[CH:7]=[CH:6][C:5]([C:8]2[C:12]([C:13](=[O:15])C)=[C:11]([CH3:16])[O:10][N:9]=2)=[CH:4][CH:3]=1.C(Cl)(Cl)(Cl)[Cl:18].CC(N=NC(C#N)(C)C)(C#N)C.C1[C:39](=[O:40])N(Br)C(=O)C1.CCO[C:45](C)=[O:46]. (2) Given the product [CH2:1]([O:5][C:6]1[CH:11]=[C:10]([N:23]2[CH2:24][C:25]([CH3:28])([CH3:27])[CH2:26][C:21]([CH3:29])([CH3:20])[CH2:22]2)[N:9]=[CH:8][N:7]=1)[C:2]#[C:3][CH3:4], predict the reactants needed to synthesize it. The reactants are: [CH2:1]([O:5][C:6]1[CH:11]=[C:10](Cl)[N:9]=[CH:8][N:7]=1)[C:2]#[C:3][CH3:4].C(=O)([O-])[O-].[K+].[K+].Cl.[CH3:20][C:21]1([CH3:29])[CH2:26][C:25]([CH3:28])([CH3:27])[CH2:24][NH:23][CH2:22]1.[Cl-].[NH4+].